Task: Predict the reaction yield, written as a fraction of the theoretical maximum amount of product (1.0 means a 100% yield; for example, 0.34 means a 34% yield).. Dataset: Reaction yield outcomes from USPTO patents with 853,638 reactions (1) The reactants are [CH:1]1([N:4](CC2C=CC(OC)=CC=2)[C:5]2[C:6]3[N:7]([C:23]([C:26]#[N:27])=[CH:24][N:25]=3)[N:8]=[C:9]([NH:11][C:12]3[CH:17]=[CH:16][C:15]([N:18]([CH2:21][CH3:22])[CH2:19][CH3:20])=[CH:14][CH:13]=3)[CH:10]=2)[CH2:3][CH2:2]1.C(O)(C(F)(F)F)=O.CO. The catalyst is C(Cl)Cl. The product is [CH:1]1([NH:4][C:5]2[C:6]3[N:7]([C:23]([C:26]#[N:27])=[CH:24][N:25]=3)[N:8]=[C:9]([NH:11][C:12]3[CH:13]=[CH:14][C:15]([N:18]([CH2:21][CH3:22])[CH2:19][CH3:20])=[CH:16][CH:17]=3)[CH:10]=2)[CH2:3][CH2:2]1. The yield is 0.221. (2) The reactants are [NH2:1][C:2]1[CH:3]=[C:4]([CH2:8][CH2:9][C:10]2[CH:11]=[C:12]([NH:18][C:19]3[C:24]([Cl:25])=[CH:23][N:22]=[C:21](Cl)[N:20]=3)[CH:13]=[CH:14][C:15]=2[O:16][CH3:17])[CH:5]=[N:6][CH:7]=1.O1CCOCC1.C(=O)([O-])[O-].[Cs+].[Cs+]. The catalyst is C([O-])(=O)C.[Pd+2].C([O-])(=O)C.CC1(C)C2C=CC=C(P(C3C=CC=CC=3)C3C=CC=CC=3)C=2OC2C1=CC=CC=2P(C1C=CC=CC=1)C1C=CC=CC=1.CN(C)C=O. The product is [Cl:25][C:24]1[CH:23]=[N:22][C:21]2[NH:1][C:2]3[CH:7]=[N:6][CH:5]=[C:4]([CH:3]=3)[CH2:8][CH2:9][C:10]3[CH:11]=[C:12]([NH:18][C:19]=1[N:20]=2)[CH:13]=[CH:14][C:15]=3[O:16][CH3:17]. The yield is 0.850. (3) The reactants are [CH3:1][O:2][C:3](=[O:16])[CH:4]=[CH:5][C:6]1[CH:11]=[CH:10][CH:9]=[C:8]([S:12](Cl)(=[O:14])=[O:13])[CH:7]=1.[CH3:17][O:18][C:19]1[CH:20]=[C:21]([NH2:25])[CH:22]=[CH:23][CH:24]=1.C([O-])(O)=O.[Na+]. The catalyst is O1CCOCC1.O. The product is [CH3:1][O:2][C:3](=[O:16])[CH:4]=[CH:5][C:6]1[CH:11]=[CH:10][CH:9]=[C:8]([S:12](=[O:14])(=[O:13])[NH:25][C:21]2[CH:22]=[CH:23][CH:24]=[C:19]([O:18][CH3:17])[CH:20]=2)[CH:7]=1. The yield is 0.820. (4) The reactants are [CH3:1][N:2]1[CH2:7][CH2:6][NH:5][CH2:4][CH2:3]1.CCN(CC)CC.[Br:15][C:16]1[CH:24]=[CH:23][C:19]([C:20](Cl)=[O:21])=[CH:18][CH:17]=1. The catalyst is C(Cl)Cl. The product is [Br:15][C:16]1[CH:24]=[CH:23][C:19]([C:20]([N:5]2[CH2:6][CH2:7][N:2]([CH3:1])[CH2:3][CH2:4]2)=[O:21])=[CH:18][CH:17]=1. The yield is 0.950. (5) The reactants are [C:1]([O:5][C:6]([N:8]1[CH2:13][CH:12]=[C:11](B2OC(C)(C)C(C)(C)O2)[CH2:10][CH2:9]1)=[O:7])([CH3:4])([CH3:3])[CH3:2].Cl[C:24]1[CH:25]=[CH:26][C:27](=[O:31])[N:28]([CH3:30])[N:29]=1.C(=O)([O-])[O-].[K+].[K+].ClCCl. The catalyst is Cl[Pd]Cl.C1(P(C2C=CC=CC=2)[C-]2C=CC=C2)C=CC=CC=1.[C-]1(P(C2C=CC=CC=2)C2C=CC=CC=2)C=CC=C1.[Fe+2]. The product is [C:1]([O:5][C:6]([N:8]1[CH2:13][CH:12]=[C:11]([C:24]2[CH:25]=[CH:26][C:27](=[O:31])[N:28]([CH3:30])[N:29]=2)[CH2:10][CH2:9]1)=[O:7])([CH3:2])([CH3:3])[CH3:4]. The yield is 0.640. (6) The reactants are Br[CH2:2][CH2:3][CH2:4][CH2:5][CH2:6][CH2:7][CH2:8][CH2:9][O:10]C1CCCCO1.[CH3:17][CH2:18][CH2:19]CC. The catalyst is CS(C)=O. The product is [CH2:9]([OH:10])[CH2:8][CH2:7][CH2:6][CH2:5][CH2:4][CH2:3][CH2:2][CH2:19][C:18]#[CH:17]. The yield is 0.480.